This data is from Catalyst prediction with 721,799 reactions and 888 catalyst types from USPTO. The task is: Predict which catalyst facilitates the given reaction. (1) Reactant: C([O:4][CH2:5][CH2:6][CH2:7][N:8]1[CH:17]=[C:16]([CH:18]=[O:19])[C:15]2[C:10](=[CH:11][CH:12]=[C:13]([C:20]3[CH:25]=[C:24]([C:26](=[O:31])[NH:27][CH:28]4[CH2:30][CH2:29]4)[CH:23]=[C:22]([F:32])[C:21]=3[CH3:33])[CH:14]=2)[C:9]1=[O:34])(=O)C.CO.C(=O)([O-])[O-].[K+].[K+]. Product: [CH:28]1([NH:27][C:26](=[O:31])[C:24]2[CH:25]=[C:20]([C:13]3[CH:14]=[C:15]4[C:10](=[CH:11][CH:12]=3)[C:9](=[O:34])[N:8]([CH2:7][CH2:6][CH2:5][OH:4])[CH:17]=[C:16]4[CH:18]=[O:19])[C:21]([CH3:33])=[C:22]([F:32])[CH:23]=2)[CH2:30][CH2:29]1. The catalyst class is: 6. (2) Reactant: [Cl:1][C:2]1[CH:3]=[CH:4][CH:5]=[C:6]2[C:11]=1[C:10]([CH2:12][C:13]1[CH:14]=[CH:15][C:16]([F:22])=[C:17]([CH:21]=1)[C:18](O)=[O:19])=[N:9][NH:8][C:7]2=[O:23].[CH3:24][O:25][CH:26]1[CH2:31][CH2:30][NH:29][CH2:28][CH2:27]1.CCN(C(C)C)C(C)C. Product: [Cl:1][C:2]1[CH:3]=[CH:4][CH:5]=[C:6]2[C:11]=1[C:10]([CH2:12][C:13]1[CH:14]=[CH:15][C:16]([F:22])=[C:17]([C:18]([N:29]3[CH2:30][CH2:31][CH:26]([O:25][CH3:24])[CH2:27][CH2:28]3)=[O:19])[CH:21]=1)=[N:9][NH:8][C:7]2=[O:23]. The catalyst class is: 3. (3) Reactant: [CH3:1][O:2][C:3]1[N:8]2[N:9]=[C:10]([C:12]([F:15])([F:14])[F:13])[CH:11]=[C:7]2[C:6]([C:16](=[O:19])[CH2:17][CH3:18])=[CH:5][CH:4]=1.[CH2:20]([OH:27])[C:21]1[CH:26]=[CH:25][CH:24]=[CH:23][CH:22]=1. Product: [CH2:20]([O:27][CH2:18][CH2:17][C:16]([C:6]1[C:7]2[N:8]([N:9]=[C:10]([C:12]([F:15])([F:13])[F:14])[CH:11]=2)[C:3]([O:2][CH3:1])=[CH:4][CH:5]=1)=[O:19])[C:21]1[CH:26]=[CH:25][CH:24]=[CH:23][CH:22]=1. The catalyst class is: 4.